From a dataset of Reaction yield outcomes from USPTO patents with 853,638 reactions. Predict the reaction yield, written as a fraction of the theoretical maximum amount of product (1.0 means a 100% yield; for example, 0.34 means a 34% yield). (1) No catalyst specified. The yield is 0.840. The product is [CH2:6]1[C:2]2([O:24][CH2:23][CH2:22][CH2:21][O:1]2)[CH2:3][C@@H:4]([C:17]([O:19][CH3:20])=[O:18])[N:5]1[C:7]([O:9][CH2:10][C:11]1[CH:12]=[CH:13][CH:14]=[CH:15][CH:16]=1)=[O:8]. The reactants are [O:1]=[C:2]1[CH2:6][N:5]([C:7]([O:9][CH2:10][C:11]2[CH:16]=[CH:15][CH:14]=[CH:13][CH:12]=2)=[O:8])[C@H:4]([C:17]([O:19][CH3:20])=[O:18])[CH2:3]1.[CH2:21](O)[CH2:22][CH2:23][OH:24].C[C@H]1C[C@H](C)OC2(CN(C(=O)[C@H](C(C)C)NC(OC)=O)[C@H](C(OC)=O)C2)O1. (2) The reactants are [N:1]1([C:9]([O:11][C:12]([CH3:15])([CH3:14])[CH3:13])=[O:10])[CH2:8][CH2:7][CH2:6][C@H:2]1[C:3]([OH:5])=O.ON1C2C=CC=CC=2N=N1.C1(N=C=NC2CCCCC2)CCCCC1.Cl.N[C@H](C([NH:47][C@H:48]([C:65]([O:67][CH2:68][C:69]1[CH:74]=[CH:73][CH:72]=[CH:71][CH:70]=1)=[O:66])[CH2:49]CCCNC(OCC1C=CC=CC=1Cl)=O)=O)C. The catalyst is O1CCCC1.C(Cl)(Cl)Cl.CO. The product is [N:1]1([C:9]([O:11][C:12]([CH3:15])([CH3:14])[CH3:13])=[O:10])[CH2:8][CH2:7][CH2:6][C@H:2]1[C:3]([NH:47][C@H:48]([C:65]([O:67][CH2:68][C:69]1[CH:74]=[CH:73][CH:72]=[CH:71][CH:70]=1)=[O:66])[CH3:49])=[O:5]. The yield is 0.890.